From a dataset of Reaction yield outcomes from USPTO patents with 853,638 reactions. Predict the reaction yield, written as a fraction of the theoretical maximum amount of product (1.0 means a 100% yield; for example, 0.34 means a 34% yield). (1) The reactants are C[CH:2]1[CH2:6][CH:5]2[CH2:7][N:8]([C:10]3[CH:15]=[CH:14][C:13]([C:16]4[CH:21]=[CH:20][CH:19]=[CH:18][CH:17]=4)=[CH:12][N:11]=3)[CH2:9][CH:4]2[NH:3]1.[C:22]1([CH3:32])[CH:27]=[CH:26][C:25]([S:28]([OH:31])(=[O:30])=[O:29])=[CH:24][CH:23]=1. No catalyst specified. The product is [C:22]1([CH3:32])[CH:23]=[CH:24][C:25]([S:28]([OH:31])(=[O:29])=[O:30])=[CH:26][CH:27]=1.[CH3:22][N:3]1[CH2:2][CH:6]2[CH:5]([CH2:7][N:8]([C:10]3[CH:15]=[CH:14][C:13]([C:16]4[CH:21]=[CH:20][CH:19]=[CH:18][CH:17]=4)=[CH:12][N:11]=3)[CH2:9]2)[CH2:4]1. The yield is 0.690. (2) The reactants are [Cl:1][C:2]1[CH:14]=[N:13][C:5]2[NH:6][C:7]3[CH2:12][CH2:11][NH:10][CH2:9][C:8]=3[C:4]=2[CH:3]=1.CCN(C(C)C)C(C)C.[C:24]([C:26]1[CH:27]=[C:28]([CH:32]=[CH:33][CH:34]=1)[C:29](Cl)=[O:30])#[N:25].Cl.CCOCC. The catalyst is C1COCC1. The product is [ClH:1].[Cl:1][C:2]1[CH:14]=[N:13][C:5]2[NH:6][C:7]3[CH2:12][CH2:11][N:10]([C:29]([C:28]4[CH:27]=[C:26]([CH:34]=[CH:33][CH:32]=4)[C:24]#[N:25])=[O:30])[CH2:9][C:8]=3[C:4]=2[CH:3]=1. The yield is 0.280.